The task is: Regression. Given two drug SMILES strings and cell line genomic features, predict the synergy score measuring deviation from expected non-interaction effect.. This data is from Merck oncology drug combination screen with 23,052 pairs across 39 cell lines. (1) Drug 1: COC12C(COC(N)=O)C3=C(C(=O)C(C)=C(N)C3=O)N1CC1NC12. Drug 2: Cn1nnc2c(C(N)=O)ncn2c1=O. Cell line: LOVO. Synergy scores: synergy=9.69. (2) Drug 1: CCC1=CC2CN(C1)Cc1c([nH]c3ccccc13)C(C(=O)OC)(c1cc3c(cc1OC)N(C)C1C(O)(C(=O)OC)C(OC(C)=O)C4(CC)C=CCN5CCC31C54)C2. Drug 2: NC(=O)c1cccc2cn(-c3ccc(C4CCCNC4)cc3)nc12. Cell line: NCIH520. Synergy scores: synergy=-28.7. (3) Drug 1: COC12C(COC(N)=O)C3=C(C(=O)C(C)=C(N)C3=O)N1CC1NC12. Drug 2: CC1(c2nc3c(C(N)=O)cccc3[nH]2)CCCN1. Cell line: COLO320DM. Synergy scores: synergy=3.92. (4) Drug 1: COC1=C2CC(C)CC(OC)C(O)C(C)C=C(C)C(OC(N)=O)C(OC)C=CC=C(C)C(=O)NC(=CC1=O)C2=O. Drug 2: Cn1cc(-c2cnn3c(N)c(Br)c(C4CCCNC4)nc23)cn1. Cell line: VCAP. Synergy scores: synergy=17.5. (5) Drug 1: O=c1[nH]cc(F)c(=O)[nH]1. Drug 2: N#Cc1ccc(Cn2cncc2CN2CCN(c3cccc(Cl)c3)C(=O)C2)cc1. Cell line: A375. Synergy scores: synergy=7.63. (6) Drug 1: CCC1=CC2CN(C1)Cc1c([nH]c3ccccc13)C(C(=O)OC)(c1cc3c(cc1OC)N(C)C1C(O)(C(=O)OC)C(OC(C)=O)C4(CC)C=CCN5CCC31C54)C2. Drug 2: O=C(O)C1(Cc2cccc(Nc3nccs3)n2)CCC(Oc2cccc(Cl)c2F)CC1. Cell line: SKMEL30. Synergy scores: synergy=9.84. (7) Drug 1: O=C(NOCC(O)CO)c1ccc(F)c(F)c1Nc1ccc(I)cc1F. Cell line: LNCAP. Drug 2: CCC1(O)C(=O)OCc2c1cc1n(c2=O)Cc2cc3c(CN(C)C)c(O)ccc3nc2-1. Synergy scores: synergy=16.9.